This data is from Catalyst prediction with 721,799 reactions and 888 catalyst types from USPTO. The task is: Predict which catalyst facilitates the given reaction. (1) Reactant: F[C:2]1[CH:9]=[CH:8][C:5]([C:6]#[N:7])=[CH:4][CH:3]=1.[CH2:10]([O:12][C:13]1[CH:18]=[CH:17][C:16]([OH:19])=[CH:15][CH:14]=1)[CH3:11].C(=O)([O-])[O-].[Cs+].[Cs+].Cl. The catalyst class is: 3. Product: [CH2:10]([O:12][C:13]1[CH:18]=[CH:17][C:16]([O:19][C:2]2[CH:9]=[CH:8][C:5]([C:6]#[N:7])=[CH:4][CH:3]=2)=[CH:15][CH:14]=1)[CH3:11]. (2) Product: [Br:14][C:15]1[CH:16]=[N:17][C:18]([N:4]2[CH2:3][CH2:2][N:1]([C:7]([O:9][CH2:10][CH2:13][CH2:22][CH3:23])=[O:8])[CH2:6][CH2:5]2)=[N:19][CH:20]=1. The catalyst class is: 6. Reactant: [N:1]1([C:7]([O:9][C:10]([CH3:13])(C)C)=[O:8])[CH2:6][CH2:5][NH:4][CH2:3][CH2:2]1.[Br:14][C:15]1[CH:16]=[N:17][C:18](Cl)=[N:19][CH:20]=1.[CH3:22][CH:23](O)C.CCN(C(C)C)C(C)C. (3) Reactant: [OH:1][CH2:2][C:3]1[CH:8]=[CH:7][C:6]([S:9]([CH3:12])(=[O:11])=[O:10])=[CH:5][C:4]=1[OH:13].[Cl:14][CH2:15][CH:16]=O.OS(O)(=O)=O. Product: [Cl:14][CH2:15][CH:16]1[O:13][C:4]2[CH:5]=[C:6]([S:9]([CH3:12])(=[O:10])=[O:11])[CH:7]=[CH:8][C:3]=2[CH2:2][O:1]1. The catalyst class is: 14. (4) Reactant: [CH:1]1[C:6]([OH:7])=[CH:5][CH:4]=[C:3]([CH3:8])[CH:2]=1.[C:9](C1C=CC(O)=CC=1)([C:12]1[CH:17]=[CH:16][CH:15]=[CH:14][CH:13]=1)([CH3:11])[CH3:10]. Product: [C:9]([C:1]1[CH:2]=[C:3]([CH3:8])[CH:4]=[CH:5][C:6]=1[OH:7])([C:12]1[CH:17]=[CH:16][CH:15]=[CH:14][CH:13]=1)([CH3:11])[CH3:10]. The catalyst class is: 11. (5) Reactant: [Br:1][C:2]1[CH:7]=[C:6]([C:8]([F:17])([C:13]([F:16])([F:15])[F:14])[C:9]([F:12])([F:11])[F:10])[CH:5]=[C:4]([C:18]([F:21])([F:20])[F:19])[C:3]=1[NH:22][C:23](=[O:34])[C:24]1[CH:29]=[CH:28][C:27]([C:30]#[N:31])=[C:26](F)[C:25]=1[F:33].C(=O)([O-])[O-].[NH4+:39].[NH4+].O.C(OCC)(=O)C. Product: [NH2:39][C:26]1[C:25]([F:33])=[C:24]([CH:29]=[CH:28][C:27]=1[C:30]#[N:31])[C:23]([NH:22][C:3]1[C:4]([C:18]([F:20])([F:21])[F:19])=[CH:5][C:6]([C:8]([F:17])([C:13]([F:15])([F:14])[F:16])[C:9]([F:10])([F:12])[F:11])=[CH:7][C:2]=1[Br:1])=[O:34]. The catalyst class is: 16.